This data is from Catalyst prediction with 721,799 reactions and 888 catalyst types from USPTO. The task is: Predict which catalyst facilitates the given reaction. Reactant: [CH3:1][N:2]1[C@:6]2([CH2:17][C:9]3=[N:10][CH:11]=[C:12]([C:14]([OH:16])=[O:15])[CH:13]=[C:8]3[CH2:7]2)[C:5](=[O:18])[NH:4][C:3]1=[O:19].Cl.[NH2:21][C@H:22]1[CH2:27][C@@H:26]([C:28]2[C:33]([F:34])=[C:32]([F:35])[CH:31]=[C:30]([F:36])[C:29]=2[F:37])[C@@H:25]([CH3:38])[N:24]([CH2:39][C:40]([F:43])([F:42])[F:41])[C:23]1=[O:44].C1C=CC2N(O)N=NC=2C=1.C(Cl)CCl.C(N(CC)C(C)C)(C)C.C(=O)(O)[O-].[Na+]. Product: [NH4+:2].[OH-:15].[CH3:1][N:2]1[C@:6]2([CH2:17][C:9]3=[N:10][CH:11]=[C:12]([C:14]([NH:21][C@H:22]4[CH2:27][C@@H:26]([C:28]5[C:33]([F:34])=[C:32]([F:35])[CH:31]=[C:30]([F:36])[C:29]=5[F:37])[C@@H:25]([CH3:38])[N:24]([CH2:39][C:40]([F:43])([F:42])[F:41])[C:23]4=[O:44])=[O:16])[CH:13]=[C:8]3[CH2:7]2)[C:5](=[O:18])[NH:4][C:3]1=[O:19]. The catalyst class is: 3.